Dataset: Forward reaction prediction with 1.9M reactions from USPTO patents (1976-2016). Task: Predict the product of the given reaction. (1) Given the reactants [N:1]1([C:6]2[CH:14]=[CH:13][C:9]([C:10]([OH:12])=O)=[CH:8][N:7]=2)[CH:5]=[CH:4][CH:3]=[N:2]1.CN(C(ON1N=NC2C=CC=NC1=2)=[N+](C)C)C.F[P-](F)(F)(F)(F)F.C(N(C(C)C)CC)(C)C.Cl.[CH2:49]([O:52][C@H:53]1[CH2:58][CH2:57][CH2:56][N:55]([CH2:59][C@H:60]2[CH2:65][CH2:64][CH2:63][CH2:62][C@@H:61]2[NH2:66])[CH2:54]1)[CH:50]=[CH2:51], predict the reaction product. The product is: [CH2:49]([O:52][C@H:53]1[CH2:58][CH2:57][CH2:56][N:55]([CH2:59][C@H:60]2[CH2:65][CH2:64][CH2:63][CH2:62][C@@H:61]2[NH:66][C:10](=[O:12])[C:9]2[CH:13]=[CH:14][C:6]([N:1]3[CH:5]=[CH:4][CH:3]=[N:2]3)=[N:7][CH:8]=2)[CH2:54]1)[CH:50]=[CH2:51]. (2) Given the reactants Br[C:2]1[CH:7]=[CH:6][C:5]([C:8]([F:11])([F:10])[F:9])=[C:4]([Cl:12])[CH:3]=1.[C:13]([O:17][CH2:18][CH3:19])(=[O:16])[CH:14]=[CH2:15].C([O-])([O-])=O.[K+].[K+], predict the reaction product. The product is: [Cl:12][C:4]1[CH:3]=[C:2]([CH:15]=[CH:14][C:13]([O:17][CH2:18][CH3:19])=[O:16])[CH:7]=[CH:6][C:5]=1[C:8]([F:11])([F:10])[F:9]. (3) The product is: [F:24][CH:2]([F:1])[C:3]1[NH:14][C:6]2=[N:7][CH:8]=[CH:9][C:10]([C:26]3[CH:27]=[CH:28][C:29]([S:32]([NH:35][CH:36]4[CH2:41][CH2:40][S:39](=[O:42])(=[O:43])[CH2:38][CH2:37]4)(=[O:33])=[O:34])=[N:30][CH:31]=3)=[C:5]2[CH:4]=1. Given the reactants [F:1][CH:2]([F:24])[C:3]1[N:14](S(C2C=CC=CC=2)(=O)=O)[C:6]2=[N:7][CH:8]=[CH:9][C:10](B(O)O)=[C:5]2[CH:4]=1.Br[C:26]1[CH:27]=[CH:28][C:29]([S:32]([NH:35][CH:36]2[CH2:41][CH2:40][S:39](=[O:43])(=[O:42])[CH2:38][CH2:37]2)(=[O:34])=[O:33])=[N:30][CH:31]=1.C(=O)(O)[O-].[Na+].CCCC[N+](CCCC)(CCCC)CCCC.[F-], predict the reaction product. (4) Given the reactants [CH3:1][CH:2]([CH3:38])[C@@H:3]([NH:30]C(=O)OC(C)(C)C)[C:4]([N:6]1[CH2:11][CH2:10][N:9]([C:12]2[CH:17]=[CH:16][N:15]=[C:14]3[NH:18][CH:19]=[C:20]([NH:21][C:22](=[O:29])[C:23]4[CH:28]=[CH:27][CH:26]=[N:25][CH:24]=4)[C:13]=23)[CH2:8][CH2:7]1)=[O:5].C(O)(C(F)(F)F)=O, predict the reaction product. The product is: [NH2:30][C@H:3]([CH:2]([CH3:38])[CH3:1])[C:4]([N:6]1[CH2:7][CH2:8][N:9]([C:12]2[CH:17]=[CH:16][N:15]=[C:14]3[NH:18][CH:19]=[C:20]([NH:21][C:22](=[O:29])[C:23]4[CH:28]=[CH:27][CH:26]=[N:25][CH:24]=4)[C:13]=23)[CH2:10][CH2:11]1)=[O:5]. (5) Given the reactants [Cl:1][C:2]1[CH:3]=[C:4]([N:8]2[C:12]3[C:13]([C:19]([F:22])([F:21])[F:20])=[CH:14][C:15]([C:17]#[N:18])=[CH:16][C:11]=3[NH:10][C:9]2=[O:23])[CH:5]=[CH:6][CH:7]=1.[H-].[Na+].[CH3:26][CH2:27][N:28]([CH2:31][CH2:32]Cl)[CH2:29][CH3:30].Cl.[C:35](=[O:38])(O)[O-:36].[Na+], predict the reaction product. The product is: [F:20][C:19]([F:22])([F:21])[C:35]([OH:36])=[O:38].[Cl:1][C:2]1[CH:3]=[C:4]([N:8]2[C:12]3[C:13]([C:19]([F:21])([F:22])[F:20])=[CH:14][C:15]([C:17]([NH2:18])=[O:36])=[CH:16][C:11]=3[N:10]([CH2:26][CH2:27][N:28]([CH2:31][CH3:32])[CH2:29][CH3:30])[C:9]2=[O:23])[CH:5]=[CH:6][CH:7]=1. (6) The product is: [F:23][C:22]1[C:16]2[O:15][CH2:14][CH:13]([CH2:12][NH:30][CH2:28][CH3:29])[O:18][C:17]=2[CH:19]=[C:20]([S:24]([CH3:27])(=[O:25])=[O:26])[CH:21]=1. Given the reactants CC1C=CC(S(O[CH2:12][CH:13]2[O:18][C:17]3[CH:19]=[C:20]([S:24]([CH3:27])(=[O:26])=[O:25])[CH:21]=[C:22]([F:23])[C:16]=3[O:15][CH2:14]2)(=O)=O)=CC=1.[CH2:28]([NH2:30])[CH3:29], predict the reaction product. (7) Given the reactants [CH3:1][C:2]1[C:6]([C:7](=[O:17])[CH2:8][CH2:9][CH2:10][C:11]2[CH:16]=[CH:15][CH:14]=[CH:13][CH:12]=2)=[C:5]([C:18]2[CH:23]=[CH:22][C:21]([C:24]3[CH:29]=[CH:28][C:27]([C:30]4([C:33]([OH:35])=[O:34])[CH2:32][CH2:31]4)=[CH:26][CH:25]=3)=[CH:20][CH:19]=2)[O:4][N:3]=1.[CH3:36][Mg]I, predict the reaction product. The product is: [OH:17][C:7]([C:6]1[C:2]([CH3:1])=[N:3][O:4][C:5]=1[C:18]1[CH:23]=[CH:22][C:21]([C:24]2[CH:25]=[CH:26][C:27]([C:30]3([C:33]([OH:35])=[O:34])[CH2:32][CH2:31]3)=[CH:28][CH:29]=2)=[CH:20][CH:19]=1)([CH3:36])[CH2:8][CH2:9][CH2:10][C:11]1[CH:12]=[CH:13][CH:14]=[CH:15][CH:16]=1. (8) Given the reactants [CH3:1][O:2][C:3]1[CH:31]=[C:30]([O:32][CH3:33])[CH:29]=[CH:28][C:4]=1[CH2:5][N:6]([C:21]1[CH:26]=[CH:25][CH:24]=[C:23]([F:27])[N:22]=1)[S:7]([C:10]1[C:19]([F:20])=[CH:18][C:13]2[NH:14][C:15](=[O:17])[O:16][C:12]=2[CH:11]=1)(=[O:9])=[O:8].C1(P(C2C=CC=CC=2)C2C=CC=CC=2)C=CC=CC=1.CCOC(/N=N/C(OCC)=O)=O.[Br:65][C:66]1[C:71]([CH3:72])=[CH:70][CH:69]=[CH:68][C:67]=1[C@@H:73](O)[CH3:74], predict the reaction product. The product is: [Br:65][C:66]1[C:71]([CH3:72])=[CH:70][CH:69]=[CH:68][C:67]=1[C@H:73]([N:14]1[C:13]2[CH:18]=[C:19]([F:20])[C:10]([S:7]([N:6]([CH2:5][C:4]3[CH:28]=[CH:29][C:30]([O:32][CH3:33])=[CH:31][C:3]=3[O:2][CH3:1])[C:21]3[CH:26]=[CH:25][CH:24]=[C:23]([F:27])[N:22]=3)(=[O:9])=[O:8])=[CH:11][C:12]=2[O:16][C:15]1=[O:17])[CH3:74]. (9) Given the reactants C(O[C@@H](C1C(C2C=CC(Cl)=CC=2)=C2C(=CC=1Cl)N=C(C)C=C2)CO)(C)(C)C.C([O:34][CH2:35][C@@H:36]([O:59][C:60]([CH3:63])([CH3:62])[CH3:61])[C:37]1[C:38]([C:52]2[CH:57]=[CH:56][C:55]([Cl:58])=[CH:54][CH:53]=2)=[C:39]2[C:44](=[CH:45][C:46]=1[CH3:47])[N:43]=[C:42]([C:48]([F:51])([F:50])[F:49])[CH:41]=[CH:40]2)(=O)C(C)(C)C, predict the reaction product. The product is: [C:60]([O:59][C@@H:36]([C:37]1[C:38]([C:52]2[CH:57]=[CH:56][C:55]([Cl:58])=[CH:54][CH:53]=2)=[C:39]2[C:44](=[CH:45][C:46]=1[CH3:47])[N:43]=[C:42]([C:48]([F:49])([F:51])[F:50])[CH:41]=[CH:40]2)[CH2:35][OH:34])([CH3:63])([CH3:61])[CH3:62].